Dataset: Peptide-MHC class I binding affinity with 185,985 pairs from IEDB/IMGT. Task: Regression. Given a peptide amino acid sequence and an MHC pseudo amino acid sequence, predict their binding affinity value. This is MHC class I binding data. (1) The peptide sequence is ILGPPGSVY. The MHC is Patr-B0101 with pseudo-sequence Patr-B0101. The binding affinity (normalized) is 0. (2) The peptide sequence is YLDFGGPEG. The MHC is HLA-B27:05 with pseudo-sequence HLA-B27:05. The binding affinity (normalized) is 0.0847. (3) The peptide sequence is LFARTRSMW. The MHC is HLA-A26:01 with pseudo-sequence HLA-A26:01. The binding affinity (normalized) is 0. (4) The peptide sequence is TQSPVSVGF. The MHC is HLA-B15:01 with pseudo-sequence HLA-B15:01. The binding affinity (normalized) is 0.213. (5) The peptide sequence is RVIYPANQK. The MHC is BoLA-T2a with pseudo-sequence BoLA-T2a. The binding affinity (normalized) is 0.398.